From a dataset of Catalyst prediction with 721,799 reactions and 888 catalyst types from USPTO. Predict which catalyst facilitates the given reaction. (1) Reactant: [CH3:1][C:2]([CH3:28])([CH3:27])[CH2:3][C:4]([NH:6][C:7]1[CH:8]=[C:9]2[C:13](=[CH:14][CH:15]=1)[N:12]([CH2:16][C:17]1[CH:22]=[CH:21][CH:20]=[CH:19][C:18]=1[F:23])[C:11]([C:24]([OH:26])=O)=[CH:10]2)=[O:5].CN(C)CCCN=C=NCC.Cl.[NH2:41][C:42]1[CH:47]=[CH:46][C:45]([NH:48][C:49](=[O:55])[O:50][C:51]([CH3:54])([CH3:53])[CH3:52])=[CH:44][CH:43]=1. Product: [CH3:1][C:2]([CH3:27])([CH3:28])[CH2:3][C:4]([NH:6][C:7]1[CH:8]=[C:9]2[C:13](=[CH:14][CH:15]=1)[N:12]([CH2:16][C:17]1[CH:22]=[CH:21][CH:20]=[CH:19][C:18]=1[F:23])[C:11]([C:24]([NH:41][C:42]1[CH:43]=[CH:44][C:45]([NH:48][C:49](=[O:55])[O:50][C:51]([CH3:53])([CH3:52])[CH3:54])=[CH:46][CH:47]=1)=[O:26])=[CH:10]2)=[O:5]. The catalyst class is: 456. (2) Reactant: [NH2:1][C:2]1[N:7]=[C:6]([OH:8])[CH:5]=[CH:4][C:3]=1[Br:9].[CH3:10][Si]([N-][Si](C)(C)C)(C)C.[K+].C1(C)C=CC=CC=1.S(OC)(OC)(=O)=O. Product: [Br:9][C:3]1[C:2]([NH2:1])=[N:7][C:6]([O:8][CH3:10])=[CH:5][CH:4]=1. The catalyst class is: 3. (3) Reactant: [Br:1][C:2]1[CH:3]=[C:4]2[C:8](=[CH:9][CH:10]=1)[NH:7][N:6]=[C:5]2/[CH:11]=[C:12]1\[O:13][C:14]2[C:21]([CH2:22][N:23]3[CH2:28][CH2:27][N:26](C(OC(C)(C)C)=O)[CH2:25][CH2:24]3)=[C:20]([O:36][CH3:37])[CH:19]=[CH:18][C:15]=2[C:16]\1=[O:17].FC(F)(F)C(O)=O. Product: [Br:1][C:2]1[CH:3]=[C:4]2[C:8](=[CH:9][CH:10]=1)[NH:7][N:6]=[C:5]2/[CH:11]=[C:12]1\[O:13][C:14]2[C:21]([CH2:22][N:23]3[CH2:24][CH2:25][NH:26][CH2:27][CH2:28]3)=[C:20]([O:36][CH3:37])[CH:19]=[CH:18][C:15]=2[C:16]\1=[O:17]. The catalyst class is: 2. (4) Reactant: [CH2:1]=[C:2]1[C:7]2([CH2:9][CH2:8]2)[O:6][C@@H:5]([C:10]2[CH:15]=[CH:14][N:13]=[CH:12][C:11]=2[N+:16]([O-:18])=[O:17])[CH2:4][C@H:3]1[OH:19].N1C=CN=C1.[C:25]([Si:29](Cl)([CH3:31])[CH3:30])([CH3:28])([CH3:27])[CH3:26].O. Product: [Si:29]([O:19][C@H:3]1[C:2](=[CH2:1])[C:7]2([CH2:8][CH2:9]2)[O:6][C@@H:5]([C:10]2[CH:15]=[CH:14][N:13]=[CH:12][C:11]=2[N+:16]([O-:18])=[O:17])[CH2:4]1)([C:25]([CH3:28])([CH3:27])[CH3:26])([CH3:31])[CH3:30]. The catalyst class is: 3.